This data is from Catalyst prediction with 721,799 reactions and 888 catalyst types from USPTO. The task is: Predict which catalyst facilitates the given reaction. Reactant: [C:1]([C:7]1[C:15]2[C:10](=[N:11][CH:12]=[C:13]([NH:16][C:17]3[CH:24]=[CH:23][C:20]([CH:21]=O)=[CH:19][CH:18]=3)[N:14]=2)[N:9]([CH2:25][O:26][CH2:27][CH2:28][Si:29]([CH3:32])([CH3:31])[CH3:30])[CH:8]=1)(=[O:6])[C:2]([CH3:5])([CH3:4])[CH3:3].[N:33]1([CH2:38][C:39]#[N:40])[CH:37]=[N:36][CH:35]=[N:34]1.N1CCCCC1.C(OCC)(=O)C.CCCCCC. Product: [C:1]([C:7]1[C:15]2[C:10](=[N:11][CH:12]=[C:13]([NH:16][C:17]3[CH:18]=[CH:19][C:20]([CH:21]=[C:38]([N:33]4[CH:37]=[N:36][CH:35]=[N:34]4)[C:39]#[N:40])=[CH:23][CH:24]=3)[N:14]=2)[N:9]([CH2:25][O:26][CH2:27][CH2:28][Si:29]([CH3:32])([CH3:30])[CH3:31])[CH:8]=1)(=[O:6])[C:2]([CH3:3])([CH3:4])[CH3:5]. The catalyst class is: 8.